Task: Predict the reaction yield, written as a fraction of the theoretical maximum amount of product (1.0 means a 100% yield; for example, 0.34 means a 34% yield).. Dataset: Reaction yield outcomes from USPTO patents with 853,638 reactions (1) The catalyst is CCOCC. The reactants are CN([CH2:4][C:5]1[C:9]2[CH:10]=[CH:11][CH:12]=[C:13]([O:14][CH2:15][C:16]3[CH:21]=[CH:20][CH:19]=[CH:18][CH:17]=3)[C:8]=2[NH:7][CH:6]=1)C.[OH-].[Na+].[N+:24]([CH:27]([CH3:29])[CH3:28])([O-:26])=[O:25]. The product is [CH3:28][C:27]([N+:24]([O-:26])=[O:25])([CH3:29])[CH2:4][C:5]1[C:9]2[C:8](=[C:13]([O:14][CH2:15][C:16]3[CH:17]=[CH:18][CH:19]=[CH:20][CH:21]=3)[CH:12]=[CH:11][CH:10]=2)[NH:7][CH:6]=1. The yield is 0.920. (2) The reactants are Cl[C:2]1[N:7]=[C:6]([N:8]([CH3:18])[C:9]2[CH:14]=[CH:13][CH:12]=[C:11]([N+:15]([O-:17])=[O:16])[CH:10]=2)[C:5]([Cl:19])=[CH:4][N:3]=1.[CH3:20][N:21]1[CH2:26][CH2:25][CH:24]([N:27]2[CH:31]=[C:30]([NH2:32])[CH:29]=[N:28]2)[CH2:23][CH2:22]1.FC(F)(F)C(O)=O. The catalyst is CC(O)CC. The product is [Cl:19][C:5]1[C:6]([N:8]([CH3:18])[C:9]2[CH:14]=[CH:13][CH:12]=[C:11]([N+:15]([O-:17])=[O:16])[CH:10]=2)=[N:7][C:2]([NH:32][C:30]2[CH:29]=[N:28][N:27]([CH:24]3[CH2:25][CH2:26][N:21]([CH3:20])[CH2:22][CH2:23]3)[CH:31]=2)=[N:3][CH:4]=1. The yield is 0.840. (3) The reactants are Cl[C:2]1[C:7]([C:8]([F:11])([F:10])[F:9])=[CH:6][N:5]=[C:4]([NH:12][C:13]2[CH:27]=[CH:26][C:16]([CH2:17][P:18](=[O:25])([O:22][CH2:23][CH3:24])[O:19][CH2:20][CH3:21])=[CH:15][C:14]=2[O:28][CH3:29])[N:3]=1.[NH2:30][C:31]1[CH:32]=[CH:33][C:34]([CH:42]2[CH2:47][CH2:46][C:45]([O:52][Si](C(C)(C)C)(C)C)([C:48]([O:50]C)=[O:49])[CH2:44][CH2:43]2)=[C:35]2[C:39]=1[C:38](=[O:40])[N:37]([CH3:41])[CH2:36]2.C(O)(C(F)(F)F)=O.CCCC[N+](CCCC)(CCCC)CCCC.[F-].O.[OH-].[Li+].Cl. The catalyst is CCOC(C)=O.C1COCC1.O.CO. The product is [CH2:20]([O:19][P:18]([CH2:17][C:16]1[CH:26]=[CH:27][C:13]([NH:12][C:4]2[N:3]=[C:2]([NH:30][C:31]3[CH:32]=[CH:33][C:34]([CH:42]4[CH2:43][CH2:44][C:45]([OH:52])([C:48]([OH:50])=[O:49])[CH2:46][CH2:47]4)=[C:35]4[C:39]=3[C:38](=[O:40])[N:37]([CH3:41])[CH2:36]4)[C:7]([C:8]([F:11])([F:10])[F:9])=[CH:6][N:5]=2)=[C:14]([O:28][CH3:29])[CH:15]=1)([O:22][CH2:23][CH3:24])=[O:25])[CH3:21]. The yield is 0.360.